From a dataset of Peptide-MHC class I binding affinity with 185,985 pairs from IEDB/IMGT. Regression. Given a peptide amino acid sequence and an MHC pseudo amino acid sequence, predict their binding affinity value. This is MHC class I binding data. (1) The peptide sequence is FPDGKPFTL. The MHC is HLA-A02:12 with pseudo-sequence HLA-A02:12. The binding affinity (normalized) is 0.0847. (2) The peptide sequence is NTCYCKKCCY. The MHC is Mamu-A02 with pseudo-sequence Mamu-A02. The binding affinity (normalized) is 0.192. (3) The peptide sequence is RPKVPLRTM. The MHC is Mamu-B1001 with pseudo-sequence Mamu-B1001. The binding affinity (normalized) is 0.215. (4) The peptide sequence is DYVPTNKWV. The MHC is HLA-B27:05 with pseudo-sequence HLA-B27:05. The binding affinity (normalized) is 0.0847. (5) The peptide sequence is GMLIACYVI. The MHC is HLA-A23:01 with pseudo-sequence HLA-A23:01. The binding affinity (normalized) is 0.325. (6) The peptide sequence is AGFSAGLTY. The MHC is HLA-A30:02 with pseudo-sequence HLA-A30:02. The binding affinity (normalized) is 0.421.